Binary Classification. Given a drug SMILES string, predict its activity (active/inactive) in a high-throughput screening assay against a specified biological target. From a dataset of HIV replication inhibition screening data with 41,000+ compounds from the AIDS Antiviral Screen. (1) The compound is O=C(NC(Cc1c[nH]c2ccccc12)C(=O)O)C(=Cc1ccccc1)NC(=O)c1ccccc1. The result is 0 (inactive). (2) The compound is CN(C)C=Nc1nc(=O)n(C2CCC(CO)O2)cc1F. The result is 1 (active). (3) The molecule is Cc1cccc(C)c1NC(=O)C(=O)CC(=O)c1sc(Nc2c(C)cccc2C)nc1C. The result is 0 (inactive). (4) The compound is CC(C)CC(N)C(=O)NC(C(N)=O)c1ccc(O)cc1.[Na]Cl. The result is 0 (inactive). (5) The molecule is O=C(c1ccccc1)C1CC2COC(c3ccccc3)N2C1=O. The result is 0 (inactive). (6) The molecule is COc1ccc(C2CC(=O)CC(c3ccc(OC)cc3)C23C(=O)c2ccccc2C3=O)cc1. The result is 0 (inactive). (7) The drug is O=C1CCCCC1C1(O)C(=O)Nc2cc(F)ccc21. The result is 0 (inactive).